This data is from Reaction yield outcomes from USPTO patents with 853,638 reactions. The task is: Predict the reaction yield, written as a fraction of the theoretical maximum amount of product (1.0 means a 100% yield; for example, 0.34 means a 34% yield). (1) The reactants are [OH:1][C:2]1[CH:17]=[CH:16][C:5]2[NH:6][C:7]([CH:9]([CH3:15])[C:10](OCC)=O)=[N:8][C:4]=2[CH:3]=1.[NH2:18][C:19]1[CH:38]=[CH:37][C:22]([C:23]([NH:25][CH2:26][CH2:27][O:28][C:29]2[CH:34]=[CH:33][CH:32]=[CH:31][C:30]=2[O:35][CH3:36])=[O:24])=[CH:21][C:20]=1[NH:39][CH3:40]. The catalyst is CN1CCCN(C)C1=O. The product is [OH:1][C:2]1[CH:17]=[CH:16][C:5]2[NH:6][C:7]([CH:9]([C:10]3[N:39]([CH3:40])[C:20]4[CH:21]=[C:22]([C:23]([NH:25][CH2:26][CH2:27][O:28][C:29]5[CH:34]=[CH:33][CH:32]=[CH:31][C:30]=5[O:35][CH3:36])=[O:24])[CH:37]=[CH:38][C:19]=4[N:18]=3)[CH3:15])=[N:8][C:4]=2[CH:3]=1. The yield is 0.130. (2) The yield is 0.460. The product is [O:1]1[C:5]2[CH:6]=[CH:7][C:8]([C:10]3([C:13]([NH:15][C:16]4[CH:21]=[CH:20][C:19]([CH2:22][C:30]#[N:33])=[C:18]([Br:24])[CH:17]=4)=[O:14])[CH2:12][CH2:11]3)=[CH:9][C:4]=2[O:3][CH2:2]1. The catalyst is C(#N)C.ClCCl. The reactants are [O:1]1[C:5]2[CH:6]=[CH:7][C:8]([C:10]3([C:13]([NH:15][C:16]4[CH:21]=[CH:20][C:19]([CH2:22]O)=[C:18]([Br:24])[CH:17]=4)=[O:14])[CH2:12][CH2:11]3)=[CH:9][C:4]=2[O:3][CH2:2]1.CS(Cl)(=O)=O.[CH:30]([N:33](CC)C(C)C)(C)C.[C-]#N.[K+]. (3) The reactants are [CH3:1][C:2]1[CH:3]=[CH:4][CH:5]=[C:6]2[C:10]=1[N:9]([CH2:11][CH2:12][O:13][C:14]([F:17])([F:16])[F:15])[CH:8]=[C:7]2[C:18]([OH:20])=O.Cl.[F:22][C:23]([F:42])([F:41])[C:24]([NH:26][CH2:27][C:28]1[CH:33]=[CH:32][C:31]([F:34])=[C:30]([CH:35]2[CH2:40][CH2:39][NH:38][CH2:37][CH2:36]2)[CH:29]=1)=[O:25].CCN=C=NCCCN(C)C.CCN(CC)CC. The catalyst is C(Cl)Cl.CCOC(C)=O. The product is [F:41][C:23]([F:22])([F:42])[C:24]([NH:26][CH2:27][C:28]1[CH:33]=[CH:32][C:31]([F:34])=[C:30]([CH:35]2[CH2:40][CH2:39][N:38]([C:18]([C:7]3[C:6]4[C:10](=[C:2]([CH3:1])[CH:3]=[CH:4][CH:5]=4)[N:9]([CH2:11][CH2:12][O:13][C:14]([F:17])([F:16])[F:15])[CH:8]=3)=[O:20])[CH2:37][CH2:36]2)[CH:29]=1)=[O:25]. The yield is 0.430. (4) The reactants are [CH3:1][O:2][C:3]1[CH:4]=[C:5]([C:9]2[C:17]3[O:16][CH:15]([CH2:18][NH2:19])[CH2:14][C:13]=3[CH:12]=[CH:11][CH:10]=2)[CH:6]=[CH:7][CH:8]=1.C(N(C(C)C)CC)(C)C.Cl[C:30]([O:32][CH2:33][C:34]1[CH:39]=[CH:38][CH:37]=[CH:36][CH:35]=1)=[O:31].C(OC(=O)NCC1CC2C=CC=C(C3CCCC3)C=2O1)C1C=CC=CC=1. No catalyst specified. The yield is 0.930. The product is [CH2:33]([O:32][C:30](=[O:31])[NH:19][CH2:18][CH:15]1[CH2:14][C:13]2[CH:12]=[CH:11][CH:10]=[C:9]([C:5]3[CH:6]=[CH:7][CH:8]=[C:3]([O:2][CH3:1])[CH:4]=3)[C:17]=2[O:16]1)[C:34]1[CH:39]=[CH:38][CH:37]=[CH:36][CH:35]=1. (5) The reactants are [CH3:1][NH:2][CH:3]([CH2:5]/[CH:6]=[CH:7]/[C:8]1[CH:9]=[N:10][CH:11]=[C:12]([O:14][CH:15]([CH3:17])[CH3:16])[CH:13]=1)[CH3:4].[O:18]=[C:19]([OH:31])[C@@H:20]([C@H:22]([C@H:24]([C@@H:26]([C:28]([OH:30])=[O:29])[OH:27])[OH:25])[OH:23])[OH:21].O. The catalyst is CO. The product is [O:18]=[C:19]([OH:31])[C@@H:20]([C@H:22]([C@H:24]([C@@H:26]([C:28]([OH:30])=[O:29])[OH:27])[OH:25])[OH:23])[OH:21].[CH3:1][NH:2][CH:3]([CH2:5]/[CH:6]=[CH:7]/[C:8]1[CH:9]=[N:10][CH:11]=[C:12]([O:14][CH:15]([CH3:17])[CH3:16])[CH:13]=1)[CH3:4].[CH3:1][NH:2][CH:3]([CH2:5]/[CH:6]=[CH:7]/[C:8]1[CH:9]=[N:10][CH:11]=[C:12]([O:14][CH:15]([CH3:17])[CH3:16])[CH:13]=1)[CH3:4]. The yield is 0.931.